Task: Predict the reactants needed to synthesize the given product.. Dataset: Full USPTO retrosynthesis dataset with 1.9M reactions from patents (1976-2016) (1) Given the product [I-:1].[N:12]1([C:16]2[CH:17]=[C:18]([CH2:36][CH3:37])[C:19]3[C:28]([CH:29]=2)=[S+:27][C:26]2[C:21](=[C:22]([CH3:35])[CH:23]=[C:24]([N:30]4[CH2:34][CH2:33][CH2:32][CH2:31]4)[CH:25]=2)[N:20]=3)[CH2:13][CH2:14][CH2:15][NH:9][CH2:10][CH2:11]1, predict the reactants needed to synthesize it. The reactants are: [I-:1].C([N:9]1[CH2:15][CH2:14][CH2:13][N:12]([C:16]2[CH:17]=[C:18]([CH2:36][CH3:37])[C:19]3[C:28]([CH:29]=2)=[S+:27][C:26]2[C:21](=[C:22]([CH3:35])[CH:23]=[C:24]([N:30]4[CH2:34][CH2:33][CH2:32][CH2:31]4)[CH:25]=2)[N:20]=3)[CH2:11][CH2:10]1)(OC(C)(C)C)=O. (2) Given the product [F:1][C:2]1[CH:10]=[CH:9][C:8]([CH2:11][C:12]2[C:21]3[C:16](=[CH:17][CH:18]=[CH:19][CH:20]=3)[C:15](=[O:22])[NH:14][N:13]=2)=[CH:7][C:3]=1[C:4]([N:56]1[CH2:55][CH2:54][N:53]2[C:49]([C:48]([F:62])([F:47])[F:61])=[N:50][C:51]([C:58]([NH2:60])=[O:59])=[C:52]2[CH2:57]1)=[O:5], predict the reactants needed to synthesize it. The reactants are: [F:1][C:2]1[CH:10]=[CH:9][C:8]([CH2:11][C:12]2[C:21]3[C:16](=[CH:17][CH:18]=[CH:19][CH:20]=3)[C:15](=[O:22])[NH:14][N:13]=2)=[CH:7][C:3]=1[C:4](O)=[O:5].F[P-](F)(F)(F)(F)F.N1(OC(N(C)C)=[N+](C)C)C2C=CC=CC=2N=N1.[F:47][C:48]([F:62])([F:61])[C:49]1[N:53]2[CH2:54][CH2:55][NH:56][CH2:57][C:52]2=[C:51]([C:58]([NH2:60])=[O:59])[N:50]=1.C(N(CC)C(C)C)(C)C. (3) Given the product [CH:18]1([C:21]2[CH:22]=[C:23]([CH3:33])[C:24]([N:27]3[CH2:28][CH2:29][N:30]([C:13]([C:12]4[CH:11]=[CH:10][C:9]([N:4]5[CH2:3][CH:2]([CH3:1])[CH2:6][S:5]5(=[O:7])=[O:8])=[CH:17][CH:16]=4)=[O:15])[CH2:31][CH2:32]3)=[N:25][CH:26]=2)[CH2:20][CH2:19]1, predict the reactants needed to synthesize it. The reactants are: [CH3:1][CH:2]1[CH2:6][S:5](=[O:8])(=[O:7])[N:4]([C:9]2[CH:17]=[CH:16][C:12]([C:13]([OH:15])=O)=[CH:11][CH:10]=2)[CH2:3]1.[CH:18]1([C:21]2[CH:22]=[C:23]([CH3:33])[C:24]([N:27]3[CH2:32][CH2:31][NH:30][CH2:29][CH2:28]3)=[N:25][CH:26]=2)[CH2:20][CH2:19]1.ON1C2C=CC=CC=2N=N1.Cl.C(N=C=NCCCN(C)C)C. (4) Given the product [C:28]1([N:27]([C:34]2[CH:39]=[CH:38][CH:37]=[CH:36][CH:35]=2)[C:24]2[CH:25]=[CH:26][C:21]([C:18]3[CH:19]=[CH:20][C:15]([NH:40][C:41]4[CH:46]=[CH:45][CH:44]=[CH:43][CH:42]=4)=[CH:16][CH:17]=3)=[CH:22][CH:23]=2)[CH:33]=[CH:32][CH:31]=[CH:30][CH:29]=1, predict the reactants needed to synthesize it. The reactants are: C(P(C(C)(C)C)C(C)(C)C)(C)(C)C.Br[C:15]1[CH:20]=[CH:19][C:18]([C:21]2[CH:26]=[CH:25][C:24]([N:27]([C:34]3[CH:39]=[CH:38][CH:37]=[CH:36][CH:35]=3)[C:28]3[CH:33]=[CH:32][CH:31]=[CH:30][CH:29]=3)=[CH:23][CH:22]=2)=[CH:17][CH:16]=1.[NH2:40][C:41]1[CH:46]=[CH:45][CH:44]=[CH:43][CH:42]=1.C(O[Na])(C)(C)C.